From a dataset of Reaction yield outcomes from USPTO patents with 853,638 reactions. Predict the reaction yield, written as a fraction of the theoretical maximum amount of product (1.0 means a 100% yield; for example, 0.34 means a 34% yield). (1) The reactants are NC1N=CC(N2CCN(C(OC(C)(C)C)=O)CC2)=CC=1.[CH3:21][C@@H:22]1[N:27]([C:28]2[CH:29]=[N:30][C:31]([N+:34]([O-])=O)=[CH:32][CH:33]=2)[CH2:26][CH2:25][N:24]([C:37]([O:39][C:40]([CH3:43])([CH3:42])[CH3:41])=[O:38])[CH2:23]1. No catalyst specified. The product is [C:40]([O:39][C:37]([N:24]1[CH2:25][CH2:26][N:27]([C:28]2[CH:29]=[N:30][C:31]([NH2:34])=[CH:32][CH:33]=2)[C@@H:22]([CH3:21])[CH2:23]1)=[O:38])([CH3:43])([CH3:41])[CH3:42]. The yield is 0.960. (2) The reactants are [Si]([O:8][CH2:9][C@H:10]1[C@H:18]2[N:13]([C:14]3[CH:22]=[CH:21][C:20]([N:23]4[CH2:28][CH2:27][CH2:26][CH2:25][C:24]4=[O:29])=[CH:19][C:15]=3[O:16][CH2:17]2)[C:12](=[O:30])[O:11]1)(C(C)(C)C)(C)C.[F-].C([N+](CCCC)(CCCC)CCCC)CCC. No catalyst specified. The product is [OH:8][CH2:9][C@H:10]1[C@H:18]2[N:13]([C:14]3[CH:22]=[CH:21][C:20]([N:23]4[CH2:28][CH2:27][CH2:26][CH2:25][C:24]4=[O:29])=[CH:19][C:15]=3[O:16][CH2:17]2)[C:12](=[O:30])[O:11]1. The yield is 0.858. (3) The catalyst is COCC(O)C. The product is [CH3:1][N:2]1[C@@H:18]2[CH2:19][C:7]3[CH:8]=[CH:9][C:10]([O:22][CH3:23])=[C:11]4[O:12][C@H:13]5[C:14]([O:20][CH3:21])=[CH:15][CH2:16][C@@H:17]2[C@:5]5([C:6]=34)[CH2:4][CH2:3]1. The reactants are [CH3:1][N:2]1[C@@H:18]2[CH2:19][C:7]3[CH:8]=[CH:9][C:10]([O:22][CH3:23])=[C:11]4[O:12][C@H:13]5[C:14]([O:20][CH3:21])=[CH:15][CH:16]=[C:17]2[C@:5]5([C:6]=34)[CH2:4][CH2:3]1.C(N)CCN.O. The yield is 0.943.